From a dataset of NCI-60 drug combinations with 297,098 pairs across 59 cell lines. Regression. Given two drug SMILES strings and cell line genomic features, predict the synergy score measuring deviation from expected non-interaction effect. Drug 1: CS(=O)(=O)CCNCC1=CC=C(O1)C2=CC3=C(C=C2)N=CN=C3NC4=CC(=C(C=C4)OCC5=CC(=CC=C5)F)Cl. Drug 2: CN(CC1=CN=C2C(=N1)C(=NC(=N2)N)N)C3=CC=C(C=C3)C(=O)NC(CCC(=O)O)C(=O)O. Cell line: MCF7. Synergy scores: CSS=19.1, Synergy_ZIP=-3.61, Synergy_Bliss=2.91, Synergy_Loewe=-16.5, Synergy_HSA=-3.69.